From a dataset of Reaction yield outcomes from USPTO patents with 853,638 reactions. Predict the reaction yield, written as a fraction of the theoretical maximum amount of product (1.0 means a 100% yield; for example, 0.34 means a 34% yield). (1) The reactants are Br[C:2]1[CH:10]=[C:9]2[C:5]([CH:6]=[CH:7][N:8]2[CH2:11][C:12]2[CH:17]=[CH:16][C:15]([C:18]([CH3:21])([CH3:20])[CH3:19])=[CH:14][CH:13]=2)=[CH:4][CH:3]=1.[F:22][C:23]([F:34])([F:33])[C:24]1[CH:29]=[CH:28][C:27](B(O)O)=[CH:26][CH:25]=1.C(=O)([O-])[O-].[Na+].[Na+]. The catalyst is O.C(O)C.C1(C)C=CC=CC=1.[Pd].C1(P(C2C=CC=CC=2)C2C=CC=CC=2)C=CC=CC=1.C1(P(C2C=CC=CC=2)C2C=CC=CC=2)C=CC=CC=1.C1(P(C2C=CC=CC=2)C2C=CC=CC=2)C=CC=CC=1.C1(P(C2C=CC=CC=2)C2C=CC=CC=2)C=CC=CC=1. The product is [C:18]([C:15]1[CH:16]=[CH:17][C:12]([CH2:11][N:8]2[C:9]3[C:5](=[CH:4][CH:3]=[C:2]([C:27]4[CH:28]=[CH:29][C:24]([C:23]([F:34])([F:33])[F:22])=[CH:25][CH:26]=4)[CH:10]=3)[CH:6]=[CH:7]2)=[CH:13][CH:14]=1)([CH3:21])([CH3:20])[CH3:19]. The yield is 0.670. (2) The catalyst is C(Cl)Cl. The product is [Br:5][C:6]1[S:7][C:8]([CH3:13])=[C:9]([CH2:11][Br:3])[N:10]=1. The yield is 0.720. The reactants are S(Br)([Br:3])=O.[Br:5][C:6]1[S:7][C:8]([CH3:13])=[C:9]([CH2:11]O)[N:10]=1.N1C=CC=CC=1.